This data is from Forward reaction prediction with 1.9M reactions from USPTO patents (1976-2016). The task is: Predict the product of the given reaction. The product is: [CH3:21][C:22]1[CH:3]=[CH:4][C:5]([CH2:6][C:25]2([OH:28])[CH2:9][CH2:8][N:7]([CH2:6][CH2:5][C:4]#[CH:3])[CH2:12][CH2:11]2)=[CH:24][CH:23]=1. Given the reactants CC1(O)C=C[C:5]([CH2:6][N:7]2[CH2:12][CH2:11]C[CH2:9][CH2:8]2)=[CH:4][CH2:3]1.CS(O[CH2:21][CH2:22][C:23]#[CH:24])(=O)=O.[C:25](=[O:28])([O-])[O-].[K+].[K+], predict the reaction product.